This data is from Forward reaction prediction with 1.9M reactions from USPTO patents (1976-2016). The task is: Predict the product of the given reaction. The product is: [CH3:26][O:27][C:28]1[CH:33]=[CH:32][C:31]([C:16]2[C:15]([CH3:18])=[N:14][N:13]3[C:8]([C:5]4[CH:6]=[CH:7][C:2]([F:1])=[CH:3][CH:4]=4)=[CH:9][C:10]([N:19]4[CH2:23][CH2:22][CH2:21][C@H:20]4[CH2:24][OH:25])=[N:11][C:12]=23)=[CH:30][CH:29]=1. Given the reactants [F:1][C:2]1[CH:7]=[CH:6][C:5]([C:8]2[N:13]3[N:14]=[C:15]([CH3:18])[C:16](I)=[C:12]3[N:11]=[C:10]([N:19]3[CH2:23][CH2:22][CH2:21][C@H:20]3[CH2:24][OH:25])[CH:9]=2)=[CH:4][CH:3]=1.[CH3:26][O:27][C:28]1[CH:33]=[CH:32][C:31](B(O)O)=[CH:30][CH:29]=1.C1(C)C=CC=CC=1.C([O-])(O)=O.[Na+], predict the reaction product.